The task is: Predict the reactants needed to synthesize the given product.. This data is from Full USPTO retrosynthesis dataset with 1.9M reactions from patents (1976-2016). (1) Given the product [CH2:1]([O:3][C:4](=[O:15])[C:5]1[CH:10]=[C:9]([NH2:11])[CH:8]=[CH:7][C:6]=1[O:21][CH:18]1[CH2:19][CH2:20][O:16][CH2:17]1)[CH3:2], predict the reactants needed to synthesize it. The reactants are: [CH2:1]([O:3][C:4](=[O:15])[C:5]1[CH:10]=[C:9]([N+:11]([O-])=O)[CH:8]=[CH:7][C:6]=1F)[CH3:2].[O:16]1[CH2:20][CH2:19][CH:18]([OH:21])[CH2:17]1.CC([O-])(C)C.[K+].CO. (2) Given the product [F:1][C:2]1[CH:7]=[CH:6][C:5]([O:8][CH2:10][C:11]#[N:12])=[CH:4][CH:3]=1, predict the reactants needed to synthesize it. The reactants are: [F:1][C:2]1[CH:7]=[CH:6][C:5]([OH:8])=[CH:4][CH:3]=1.Cl[CH2:10][C:11]#[N:12].C(=O)([O-])[O-].[K+].[K+].